Dataset: Forward reaction prediction with 1.9M reactions from USPTO patents (1976-2016). Task: Predict the product of the given reaction. (1) Given the reactants [OH:1][CH2:2][C@:3]([C:6]1[CH:24]=[CH:23][C:9]([C:10]([NH:12][C:13]2[N:18]=[CH:17][C:16]3[CH:19]=[CH:20][N:21]([CH3:22])[C:15]=3[CH:14]=2)=[O:11])=[CH:8][CH:7]=1)([OH:5])[CH3:4].C1C(=O)N([Cl:32])C(=O)C1, predict the reaction product. The product is: [Cl:32][C:19]1[C:16]2[CH:17]=[N:18][C:13]([NH:12][C:10](=[O:11])[C:9]3[CH:23]=[CH:24][C:6]([C@@:3]([OH:5])([CH3:4])[CH2:2][OH:1])=[CH:7][CH:8]=3)=[CH:14][C:15]=2[N:21]([CH3:22])[CH:20]=1. (2) Given the reactants C(O[C:6]([NH:8][C:9]1[CH:14]=[C:13]([C:15]([O:17][CH3:18])=[O:16])[CH:12]=[CH:11][C:10]=1B(O)O)=O)(C)(C)C.ClC1N=C(CCC2C=CC=CC=2)C=CC=1C#[N:26].Cl[C:40]1[C:41](C#N)=[N:42][CH:43]=[C:44](/[CH:46]=[CH:47]/[C:48]2[CH:53]=[CH:52][CH:51]=[CH:50][CH:49]=2)[CH:45]=1.C(=O)([O-])[O-].[Na+].[Na+], predict the reaction product. The product is: [NH2:26][C:6]1[C:41]2[N:42]=[CH:43][C:44]([CH2:46][CH2:47][C:48]3[CH:53]=[CH:52][CH:51]=[CH:50][CH:49]=3)=[CH:45][C:40]=2[C:10]2[CH:11]=[CH:12][C:13]([C:15]([O:17][CH3:18])=[O:16])=[CH:14][C:9]=2[N:8]=1. (3) Given the reactants [F:1][C:2]1[CH:10]=[CH:9][CH:8]=[C:7]2[C:3]=1[C:4](I)=[N:5][N:6]2[CH:11]1[CH2:16][CH2:15][CH2:14][CH2:13][O:12]1.[Si:18]([O:35][C@H:36]1[C@H:41]([C:42]([O:44][CH2:45][CH3:46])=[O:43])[CH2:40][CH2:39][NH:38][CH2:37]1)([C:31]([CH3:34])([CH3:33])[CH3:32])([C:25]1[CH:30]=[CH:29][CH:28]=[CH:27][CH:26]=1)[C:19]1[CH:24]=[CH:23][CH:22]=[CH:21][CH:20]=1.C([O-])([O-])=O.[Cs+].[Cs+].CC(OC1C=CC=C(OC(C)C)C=1C1C(P(C2CCCCC2)C2CCCCC2)=CC=CC=1)C, predict the reaction product. The product is: [Si:18]([O:35][C@H:36]1[C@H:41]([C:42]([O:44][CH2:45][CH3:46])=[O:43])[CH2:40][CH2:39][N:38]([C:4]2[C:3]3[C:7](=[CH:8][CH:9]=[CH:10][C:2]=3[F:1])[N:6]([CH:11]3[CH2:16][CH2:15][CH2:14][CH2:13][O:12]3)[N:5]=2)[CH2:37]1)([C:31]([CH3:32])([CH3:33])[CH3:34])([C:25]1[CH:30]=[CH:29][CH:28]=[CH:27][CH:26]=1)[C:19]1[CH:24]=[CH:23][CH:22]=[CH:21][CH:20]=1. (4) Given the reactants [NH2:1][CH2:2][C:3]1[N:8]=[CH:7][C:6]([NH:9][C:10]2[CH:15]=[CH:14][C:13]([Br:16])=[CH:12][C:11]=2[C:17]([F:20])([F:19])[F:18])=[CH:5][CH:4]=1.[C:21]([O:25][C:26]([NH:28][C:29]1([C:32](O)=[O:33])[CH2:31][CH2:30]1)=[O:27])([CH3:24])([CH3:23])[CH3:22], predict the reaction product. The product is: [Br:16][C:13]1[CH:14]=[CH:15][C:10]([NH:9][C:6]2[CH:5]=[CH:4][C:3]([CH2:2][NH:1][C:32]([C:29]3([NH:28][C:26](=[O:27])[O:25][C:21]([CH3:23])([CH3:22])[CH3:24])[CH2:31][CH2:30]3)=[O:33])=[N:8][CH:7]=2)=[C:11]([C:17]([F:20])([F:19])[F:18])[CH:12]=1.